Dataset: Forward reaction prediction with 1.9M reactions from USPTO patents (1976-2016). Task: Predict the product of the given reaction. (1) Given the reactants [C:1]([O:9][C@H:10]1[C@H:14]([OH:15])[CH2:13][N:12]([C:16]([O:18][CH2:19][C:20]2[CH:25]=[CH:24][CH:23]=[CH:22][CH:21]=2)=[O:17])[C@@H:11]1[CH2:26][O:27][CH2:28][C:29]1[CH:34]=[CH:33][CH:32]=[CH:31][CH:30]=1)(=[O:8])[C:2]1[CH:7]=[CH:6][CH:5]=[CH:4][CH:3]=1.N1C=CC=CC=1.FC(F)(F)S(OS(C(F)(F)F)(=O)=O)(=O)=O.O, predict the reaction product. The product is: [C:1]([O:9][C@H:10]1[C@@H:14]([OH:15])[CH2:13][N:12]([C:16]([O:18][CH2:19][C:20]2[CH:21]=[CH:22][CH:23]=[CH:24][CH:25]=2)=[O:17])[C@@H:11]1[CH2:26][O:27][CH2:28][C:29]1[CH:34]=[CH:33][CH:32]=[CH:31][CH:30]=1)(=[O:8])[C:2]1[CH:3]=[CH:4][CH:5]=[CH:6][CH:7]=1. (2) Given the reactants [NH:1]1[CH:5]=[CH:4][CH:3]=[C:2]1[C:6]([OH:8])=O.[NH2:9][C:10]12[C:27](=[O:28])[C:26]3[C:21](=[CH:22][CH:23]=[CH:24][CH:25]=3)[C:11]1([OH:29])[O:12][C:13]1[C:18]([CH2:19][CH3:20])=[CH:17][CH:16]=[CH:15][C:14]=12.C1CCC(N=C=NC2CCCCC2)CC1, predict the reaction product. The product is: [CH2:19]([C:18]1[C:13]2[O:12][C:11]3([OH:29])[C:21]4[C:26]([C:27](=[O:28])[C:10]3([NH:9][C:6]([C:2]3[NH:1][CH:5]=[CH:4][CH:3]=3)=[O:8])[C:14]=2[CH:15]=[CH:16][CH:17]=1)=[CH:25][CH:24]=[CH:23][CH:22]=4)[CH3:20].